From a dataset of Drug-induced liver injury (DILI) classification data. Regression/Classification. Given a drug SMILES string, predict its toxicity properties. Task type varies by dataset: regression for continuous values (e.g., LD50, hERG inhibition percentage) or binary classification for toxic/non-toxic outcomes (e.g., AMES mutagenicity, cardiotoxicity, hepatotoxicity). Dataset: dili. (1) The molecule is CC12CCC3c4ccc(O)cc4CCC3C1CCC2O. The result is 0 (no liver injury). (2) The molecule is CC(N)C(O)c1ccccc1. The result is 0 (no liver injury).